Dataset: NCI-60 drug combinations with 297,098 pairs across 59 cell lines. Task: Regression. Given two drug SMILES strings and cell line genomic features, predict the synergy score measuring deviation from expected non-interaction effect. (1) Drug 1: CN(C)N=NC1=C(NC=N1)C(=O)N. Drug 2: COC1=C2C(=CC3=C1OC=C3)C=CC(=O)O2. Cell line: PC-3. Synergy scores: CSS=2.19, Synergy_ZIP=-0.553, Synergy_Bliss=-2.03, Synergy_Loewe=-3.17, Synergy_HSA=-3.97. (2) Drug 1: CC1=C(C(=O)C2=C(C1=O)N3CC4C(C3(C2COC(=O)N)OC)N4)N. Drug 2: C(CN)CNCCSP(=O)(O)O. Cell line: NCIH23. Synergy scores: CSS=38.7, Synergy_ZIP=3.32, Synergy_Bliss=3.87, Synergy_Loewe=-38.3, Synergy_HSA=2.54. (3) Drug 1: CC1C(C(CC(O1)OC2CC(CC3=C2C(=C4C(=C3O)C(=O)C5=C(C4=O)C(=CC=C5)OC)O)(C(=O)CO)O)N)O.Cl. Drug 2: C(CN)CNCCSP(=O)(O)O. Cell line: SK-MEL-28. Synergy scores: CSS=-1.73, Synergy_ZIP=1.73, Synergy_Bliss=0.821, Synergy_Loewe=-0.389, Synergy_HSA=-2.39.